This data is from Forward reaction prediction with 1.9M reactions from USPTO patents (1976-2016). The task is: Predict the product of the given reaction. (1) Given the reactants [CH:1]([O:4][C:5]([N:7]1[CH2:12][CH2:11][CH:10]([O:13][N:14]=[C:15]2[CH2:20][CH2:19][N:18]([C:21]3[CH:26]=[C:25]([F:27])[C:24]([CH:28]4[S:33][CH2:32][CH2:31][CH2:30][S:29]4)=[CH:23][C:22]=3[F:34])[CH2:17][CH2:16]2)[CH2:9][CH2:8]1)=[O:6])([CH3:3])[CH3:2].C1C=C(Cl)C=C(C(OO)=[O:43])C=1, predict the reaction product. The product is: [CH:1]([O:4][C:5]([N:7]1[CH2:12][CH2:11][CH:10]([O:13][N:14]=[C:15]2[CH2:20][CH2:19][N:18]([C:21]3[CH:26]=[C:25]([F:27])[C:24]([CH:28]4[S:33][CH2:32][CH2:31][CH2:30][S:29]4=[O:43])=[CH:23][C:22]=3[F:34])[CH2:17][CH2:16]2)[CH2:9][CH2:8]1)=[O:6])([CH3:3])[CH3:2]. (2) Given the reactants [CH3:1][CH:2]([O:4][C:5]1[CH:10]=[CH:9][CH:8]=[CH:7][C:6]=1[N:11]1[CH2:16][CH2:15][N:14]([CH2:17][CH2:18][NH:19][C:20](=[O:29])[CH2:21][N:22]2[CH2:27][CH2:26][CH2:25][CH2:24][C:23]2=[O:28])[CH2:13][CH2:12]1)[CH3:3].[CH2:30]1[CH2:35][CH2:34][CH:33]([NH:36][S:37]([OH:40])(=[O:39])=[O:38])[CH2:32][CH2:31]1, predict the reaction product. The product is: [CH:33]1([NH:36][S:37]([OH:40])(=[O:39])=[O:38])[CH2:32][CH2:31][CH2:30][CH2:35][CH2:34]1.[CH3:3][CH:2]([O:4][C:5]1[CH:10]=[CH:9][CH:8]=[CH:7][C:6]=1[N:11]1[CH2:12][CH2:13][N:14]([CH2:17][CH2:18][NH:19][C:20](=[O:29])[CH2:21][N:22]2[CH2:27][CH2:26][CH2:25][CH2:24][C:23]2=[O:28])[CH2:15][CH2:16]1)[CH3:1]. (3) Given the reactants [C:1](Cl)(=[O:5])[CH2:2][CH2:3][CH3:4].[C:7]([C:9]1[CH:10]=[N:11][C:12]([N:15]2[CH2:20][CH2:19][C@@H:18]([NH:21][C:22]3[C:23]4[N:24]([CH:31]=[C:32]([N:34]5[CH2:38][CH2:37][C@H:36]([OH:39])[C:35]5=[O:40])[CH:33]=4)[N:25]=[CH:26][C:27]=3[C:28]([NH2:30])=[O:29])[C:17]([CH3:42])([CH3:41])[CH2:16]2)=[N:13][CH:14]=1)#[N:8].C(N(CC)CC)C.N1C=CC=CC=1, predict the reaction product. The product is: [C:1]([O:39][C@H:36]1[CH2:37][CH2:38][N:34]([C:32]2[CH:33]=[C:23]3[C:22]([NH:21][C@@H:18]4[CH2:19][CH2:20][N:15]([C:12]5[N:13]=[CH:14][C:9]([C:7]#[N:8])=[CH:10][N:11]=5)[CH2:16][C:17]4([CH3:42])[CH3:41])=[C:27]([C:28](=[O:29])[NH2:30])[CH:26]=[N:25][N:24]3[CH:31]=2)[C:35]1=[O:40])(=[O:5])[CH2:2][CH2:3][CH3:4]. (4) Given the reactants Cl.[C@@H:2]12[CH2:8][C@@H:5]([CH2:6][CH2:7]1)[CH2:4][C@H:3]2[N:9]1[CH2:14][CH2:13][CH:12]([C:15]2[CH:20]=[C:19](Br)[CH:18]=[CH:17][C:16]=2[O:22][CH3:23])[CH2:11][CH2:10]1.[C:24]1([C:30]#[CH:31])[CH:29]=[CH:28][CH:27]=[CH:26][CH:25]=1.C(N(CC)CC)C, predict the reaction product. The product is: [C@@H:2]12[CH2:8][C@@H:5]([CH2:6][CH2:7]1)[CH2:4][C@H:3]2[N:9]1[CH2:14][CH2:13][CH:12]([C:15]2[CH:20]=[C:19]([C:31]#[C:30][C:24]3[CH:29]=[CH:28][CH:27]=[CH:26][CH:25]=3)[CH:18]=[CH:17][C:16]=2[O:22][CH3:23])[CH2:11][CH2:10]1. (5) Given the reactants Cl[C:2]1[O:3][C:4]([CH2:14][CH2:15][CH2:16][O:17][C:18]2[CH:23]=[CH:22][CH:21]=[CH:20][C:19]=2[O:24][CH3:25])=[C:5]([C:7]2[CH:12]=[CH:11][C:10]([Cl:13])=[CH:9][CH:8]=2)[N:6]=1.[OH:26][CH2:27][CH:28]1[CH2:33][CH2:32][CH2:31][NH:30][CH2:29]1.CC(=O)CC, predict the reaction product. The product is: [Cl:13][C:10]1[CH:11]=[CH:12][C:7]([C:5]2[N:6]=[C:2]([N:30]3[CH2:31][CH2:32][CH2:33][CH:28]([CH2:27][OH:26])[CH2:29]3)[O:3][C:4]=2[CH2:14][CH2:15][CH2:16][O:17][C:18]2[CH:23]=[CH:22][CH:21]=[CH:20][C:19]=2[O:24][CH3:25])=[CH:8][CH:9]=1. (6) Given the reactants [N:1]1[CH:6]=[CH:5][C:4]([C:7]2[CH:15]=[CH:14][CH:13]=[C:12]3[C:8]=2[CH2:9][C:10](=[O:16])[NH:11]3)=[CH:3][CH:2]=1.[N:17]1[CH:22]=[CH:21][C:20]([NH:23][C:24]([C:26]2[C:30]([C:31]3[CH:36]=[CH:35][CH:34]=[CH:33][CH:32]=3)=[C:29]([CH:37]=O)[NH:28][C:27]=2[CH3:39])=[O:25])=[CH:19][CH:18]=1, predict the reaction product. The product is: [N:17]1[CH:22]=[CH:21][C:20]([NH:23][C:24]([C:26]2[C:30]([C:31]3[CH:32]=[CH:33][CH:34]=[CH:35][CH:36]=3)=[C:29]([CH:37]=[C:9]3[C:8]4[C:12](=[CH:13][CH:14]=[CH:15][C:7]=4[C:4]4[CH:5]=[CH:6][N:1]=[CH:2][CH:3]=4)[NH:11][C:10]3=[O:16])[NH:28][C:27]=2[CH3:39])=[O:25])=[CH:19][CH:18]=1. (7) Given the reactants C([O:3][C:4](=[O:38])[CH2:5][N:6]1[C:10]([C:11]2[CH:16]=[CH:15][C:14](C3C4OC5C=CC=CC=5C=4C=CC=3)=[CH:13][CH:12]=2)=[CH:9][C:8]([C:30]2[CH:35]=[CH:34][C:33]([O:36][CH3:37])=[CH:32][CH:31]=2)=[N:7]1)C.[OH-].[K+].Cl.[CH2:42]1[CH2:46][O:45][CH2:44][CH2:43]1, predict the reaction product. The product is: [O:45]1[C:44]2=[CH:43][CH:10]=[CH:9][C:8]2=[C:30]([C:12]2[CH:13]=[CH:14][CH:15]=[CH:16][C:11]=2[C:10]2[N:6]([CH2:5][C:4]([OH:3])=[O:38])[N:7]=[C:8]([C:30]3[CH:35]=[CH:34][C:33]([O:36][CH3:37])=[CH:32][CH:31]=3)[CH:9]=2)[CH:42]=[CH:46]1. (8) Given the reactants [N:1]1[CH:6]=CC=[CH:3][CH:2]=1.[CH:7]1([C:13]([Cl:15])=[O:14])[CH2:12][CH2:11][CH2:10][CH2:9][CH2:8]1.C(OCC)(=[O:18])C, predict the reaction product. The product is: [ClH:15].[CH:7]1([C:13]([O:14][CH2:3][CH2:2][NH:1][CH3:6])=[O:18])[CH2:12][CH2:11][CH2:10][CH2:9][CH2:8]1. (9) Given the reactants [NH2:1][CH2:2][CH:3]1[CH2:8][CH2:7][C:6]2[C:9]3[C:14]([NH:15][C:16]4[CH:25]=[CH:24][C:19]5[NH:20][C:21](=[O:23])[S:22][C:18]=5[CH:17]=4)=[N:13][CH:12]=[N:11][C:10]=3[S:26][C:5]=2[CH2:4]1.[OH:27][C@@H:28]([CH2:32][C:33]1[CH:38]=[CH:37][CH:36]=[CH:35][CH:34]=1)[C:29](O)=[O:30].F[P-](F)(F)(F)(F)F.CN(C(=[N+](C)C)ON1C2=NC=CC=C2N=N1)C, predict the reaction product. The product is: [OH:27][C@H:28]([CH2:32][C:33]1[CH:38]=[CH:37][CH:36]=[CH:35][CH:34]=1)[C:29]([NH:1][CH2:2][CH:3]1[CH2:8][CH2:7][C:6]2[C:9]3[C:14]([NH:15][C:16]4[CH:25]=[CH:24][C:19]5[NH:20][C:21](=[O:23])[S:22][C:18]=5[CH:17]=4)=[N:13][CH:12]=[N:11][C:10]=3[S:26][C:5]=2[CH2:4]1)=[O:30].